This data is from Full USPTO retrosynthesis dataset with 1.9M reactions from patents (1976-2016). The task is: Predict the reactants needed to synthesize the given product. (1) The reactants are: [Br:1][C:2]1[CH:3]=[C:4]([CH:8]=[CH:9][CH:10]=1)[C:5](O)=[O:6].[CH3:11][S:12]([NH2:15])(=[O:14])=[O:13].Cl.CN(C)CCCN=C=NCC. Given the product [Br:1][C:2]1[CH:3]=[C:4]([CH:8]=[CH:9][CH:10]=1)[C:5]([NH:15][S:12]([CH3:11])(=[O:14])=[O:13])=[O:6], predict the reactants needed to synthesize it. (2) Given the product [CH3:27][O:7][C:6](=[O:8])[C:5]1[C:9]([C:12]([F:15])([F:14])[F:13])=[CH:10][CH:11]=[C:3]([O:2][CH3:1])[C:4]=1[NH:16][C:17](=[O:22])[C:18]([CH3:19])([CH3:21])[CH3:20], predict the reactants needed to synthesize it. The reactants are: [CH3:1][O:2][C:3]1[C:4]([NH:16][C:17](=[O:22])[C:18]([CH3:21])([CH3:20])[CH3:19])=[C:5]([C:9]([C:12]([F:15])([F:14])[F:13])=[CH:10][CH:11]=1)[C:6]([OH:8])=[O:7].S(OC)(O[CH3:27])(=O)=O.C(=O)(O)[O-].[Na+].O. (3) Given the product [NH2:1][C:2]1[C:7]([C:8]2[CH:25]=[CH:24][C:11]([C:12]([NH:14][C@@H:15]3[CH2:17][C@H:16]3[C:18]3[CH:23]=[CH:22][CH:21]=[CH:20][CH:19]=3)=[O:13])=[C:10]([F:26])[CH:9]=2)=[CH:6][C:5]([Br:27])=[CH:4][N:3]=1, predict the reactants needed to synthesize it. The reactants are: [NH2:1][C:2]1[C:7]([C:8]2[CH:25]=[CH:24][C:11]([C:12]([NH:14][C@H:15]3[CH2:17][C@@H:16]3[C:18]3[CH:23]=[CH:22][CH:21]=[CH:20][CH:19]=3)=[O:13])=[C:10]([F:26])[CH:9]=2)=[CH:6][C:5]([Br:27])=[CH:4][N:3]=1. (4) Given the product [F:1][C:2]1[CH:7]=[C:6]([C:8]2[N:13]=[CH:12][C:11]3[CH:14]=[N:15][NH:16][C:10]=3[CH:9]=2)[C:5]([CH2:23][C:24]([F:27])([F:25])[F:26])=[CH:4][C:3]=1[OH:28], predict the reactants needed to synthesize it. The reactants are: [F:1][C:2]1[C:3]([O:28]COCC[Si](C)(C)C)=[CH:4][C:5]([CH2:23][C:24]([F:27])([F:26])[F:25])=[C:6]([C:8]2[N:13]=[CH:12][C:11]3[CH:14]=[N:15][N:16](C4CCCCO4)[C:10]=3[CH:9]=2)[CH:7]=1.